From a dataset of Forward reaction prediction with 1.9M reactions from USPTO patents (1976-2016). Predict the product of the given reaction. (1) Given the reactants [CH3:1][O:2][C:3]1[CH:4]=[C:5]2[C:10](=[CH:11][CH:12]=1)[N:9]=[CH:8][CH:7]=[C:6]2[SH:13].Br[C:15]1([C:19]([O:21][CH2:22][CH3:23])=[O:20])[CH2:18][CH2:17][CH2:16]1.C(=O)([O-])[O-].[Cs+].[Cs+].CN(C)C=O, predict the reaction product. The product is: [CH3:1][O:2][C:3]1[CH:4]=[C:5]2[C:10](=[CH:11][CH:12]=1)[N:9]=[CH:8][CH:7]=[C:6]2[S:13][C:15]1([C:19]([O:21][CH2:22][CH3:23])=[O:20])[CH2:18][CH2:17][CH2:16]1. (2) Given the reactants [CH3:1][CH2:2][N:3]([CH2:6][CH2:7][NH:8][C:9]1[CH:14]=[CH:13][C:12]2[N:15]=[CH:16][N:17]3[C:18]4[CH:25]=[CH:24][C:23]([OH:26])=[CH:22][C:19]=4[C:20](=[O:21])[C:10]=1[C:11]=23)[CH2:4][CH3:5].O.Cl.Cl.Cl.CN(C)CCCN=C=NCC.[C:42](O)(=[O:48])[CH2:43][CH2:44][CH2:45][CH2:46][CH3:47].C(N(CC)CC)C, predict the reaction product. The product is: [CH2:4]([N:3]([CH2:2][CH3:1])[CH2:6][CH2:7][NH:8][C:9]1[C:10]2=[C:11]3[C:12]([N:15]=[CH:16][N:17]3[C:18]3[C:19]([C:20]2=[O:21])=[CH:22][C:23]([O:26][C:42](=[O:48])[CH2:43][CH2:44][CH2:45][CH2:46][CH3:47])=[CH:24][CH:25]=3)=[CH:13][CH:14]=1)[CH3:5]. (3) Given the reactants [F:1][C:2]([F:21])([F:20])[C:3]([N:5]1[CH2:11][CH2:10][C:9]2[CH:12]=[CH:13][C:14]([S:16](Cl)(=[O:18])=[O:17])=[CH:15][C:8]=2[CH2:7][CH2:6]1)=[O:4].[F-:22].[K+].C(#N)C.O, predict the reaction product. The product is: [F:1][C:2]([F:21])([F:20])[C:3]([N:5]1[CH2:11][CH2:10][C:9]2[CH:12]=[CH:13][C:14]([S:16]([F:22])(=[O:18])=[O:17])=[CH:15][C:8]=2[CH2:7][CH2:6]1)=[O:4]. (4) Given the reactants C([O:8][C:9]1[CH:14]=[CH:13][C:12]([N+:15]([O-])=O)=[C:11]([F:18])[C:10]=1[F:19])C1C=CC=CC=1, predict the reaction product. The product is: [NH2:15][C:12]1[CH:13]=[CH:14][C:9]([OH:8])=[C:10]([F:19])[C:11]=1[F:18]. (5) The product is: [CH2:19]([O:10][C:9]1[CH:8]=[CH:7][C:4]([CH:5]=[O:6])=[CH:3][C:2]=1[Br:1])[CH:18]=[CH2:17]. Given the reactants [Br:1][C:2]1[CH:3]=[C:4]([CH:7]=[CH:8][C:9]=1[OH:10])[CH:5]=[O:6].C([O-])([O-])=O.[K+].[K+].[CH2:17](Br)[CH:18]=[CH2:19], predict the reaction product. (6) Given the reactants Cl[C:2]1[C:7]([Cl:8])=[CH:6][C:5]([O:9][CH2:10][CH2:11][CH2:12][CH2:13][CH3:14])=[CH:4][N:3]=1.C1(P([C:38]2[CH:43]=CC=CC=2)CCCP(C2C=CC=CC=2)C2C=CC=CC=2)C=CC=CC=1.C(N(CC)CC)C.[C]=[O:52].C[CH2:54][OH:55], predict the reaction product. The product is: [Cl:8][C:7]1[C:2]([C:54]([O:55][CH2:43][CH3:38])=[O:52])=[N:3][CH:4]=[C:5]([O:9][CH2:10][CH2:11][CH2:12][CH2:13][CH3:14])[CH:6]=1.